Dataset: Full USPTO retrosynthesis dataset with 1.9M reactions from patents (1976-2016). Task: Predict the reactants needed to synthesize the given product. Given the product [CH3:18][O:15][C:14]([C@@H:7]([C:8]1[CH:9]=[CH:10][CH:11]=[CH:12][CH:13]=1)[C@H:5]1[NH:4][CH2:3][CH2:2][CH2:1][CH2:6]1)=[O:16].[ClH:17], predict the reactants needed to synthesize it. The reactants are: [CH2:1]1[CH2:6][CH:5]([CH:7]([C:14]([OH:16])=[O:15])[C:8]2[CH:13]=[CH:12][CH:11]=[CH:10][CH:9]=2)[NH:4][CH2:3][CH2:2]1.[ClH:17].[CH3:18]O.